From a dataset of Reaction yield outcomes from USPTO patents with 853,638 reactions. Predict the reaction yield, written as a fraction of the theoretical maximum amount of product (1.0 means a 100% yield; for example, 0.34 means a 34% yield). (1) The reactants are [C:1]([CH2:3]P(=O)(OCC)OCC)#[N:2].[H-].[Na+].[CH:14]1[C:19]2[C:20](=O)[CH2:21][CH2:22][C:18]=2[CH:17]=[CH:16][N:15]=1. The catalyst is O1CCCC1.C(=O)([O-])O.[Na+]. The product is [CH:14]1[C:19]2[CH:20]([CH2:3][C:1]#[N:2])[CH2:21][CH2:22][C:18]=2[CH:17]=[CH:16][N:15]=1. The yield is 0.620. (2) The reactants are [CH2:1]([NH:3][CH2:4][C:5]1[CH:10]=[CH:9][C:8]([CH2:11][N:12]2[CH2:17][CH2:16][N:15]([C:18]3[C:23]([C:24]([O:26][CH:27]([CH3:29])[CH3:28])=[O:25])=[CH:22][CH:21]=[CH:20][N:19]=3)[CH2:14][CH2:13]2)=[CH:7][CH:6]=1)[CH3:2].[CH:30]([C:32]1[CH:37]=[CH:36][CH:35]=[CH:34][C:33]=1[S:38]([N:41]([CH3:43])[CH3:42])(=[O:40])=[O:39])=O.C(O)(=O)C.C([BH3-])#N.[Na+]. The catalyst is CO. The product is [CH3:42][N:41]([CH3:43])[S:38]([C:33]1[CH:34]=[CH:35][CH:36]=[CH:37][C:32]=1[CH2:30][N:3]([CH2:4][C:5]1[CH:10]=[CH:9][C:8]([CH2:11][N:12]2[CH2:13][CH2:14][N:15]([C:18]3[C:23]([C:24]([O:26][CH:27]([CH3:28])[CH3:29])=[O:25])=[CH:22][CH:21]=[CH:20][N:19]=3)[CH2:16][CH2:17]2)=[CH:7][CH:6]=1)[CH2:1][CH3:2])(=[O:40])=[O:39]. The yield is 0.300. (3) The reactants are [Br:1][C:2]1[C:3]([C:8]([F:11])([F:10])[F:9])=[N:4][NH:5][C:6]=1[CH3:7].O.C1(C)C=CC(S(O)(=O)=O)=CC=1.[O:24]1[CH:29]=[CH:28][CH2:27][CH2:26][CH2:25]1. The catalyst is C(Cl)(Cl)Cl. The product is [Br:1][C:2]1[C:3]([C:8]([F:9])([F:11])[F:10])=[N:4][N:5]([CH:25]2[CH2:26][CH2:27][CH2:28][CH2:29][O:24]2)[C:6]=1[CH3:7]. The yield is 0.590. (4) The reactants are [Cl:1][C:2]1[N:7]=[CH:6][C:5]2[CH:8]=[CH:9][NH:10][C:4]=2[C:3]=1[I:11].[H-].[Na+].S(OC)(O[CH3:18])(=O)=O.O. The catalyst is CN(C)C=O. The product is [Cl:1][C:2]1[N:7]=[CH:6][C:5]2[CH:8]=[CH:9][N:10]([CH3:18])[C:4]=2[C:3]=1[I:11]. The yield is 0.860. (5) The reactants are [Si]([O:8][CH2:9][C@H:10]1[O:14][C@@H:13]([N:15]2[C:45]3[N:44]=[CH:43][N:42]=[C:19]([NH:20][C:21]([C:36]4[CH:41]=[CH:40][CH:39]=[CH:38][CH:37]=4)([C:30]4[CH:35]=[CH:34][CH:33]=[CH:32][CH:31]=4)[C:22]4[CH:27]=[CH:26][C:25]([O:28][CH3:29])=[CH:24][CH:23]=4)[C:18]=3[N:17]=[CH:16]2)[C@H:12]([O:46][C:47](=[O:53])[CH2:48][CH2:49][C:50]([CH3:52])=[O:51])[C@@H:11]1[O:54][CH3:55])(C(C)(C)C)(C)C.[F-].C([N+](CCCC)(CCCC)CCCC)CCC. The catalyst is C(O)(=O)C.C1COCC1. The product is [C:47]([O:46][C@@H:12]1[C@H:11]([O:54][CH3:55])[C@@H:10]([CH2:9][OH:8])[O:14][C@H:13]1[N:15]1[C:45]2[N:44]=[CH:43][N:42]=[C:19]([NH:20][C:21]([C:36]3[CH:37]=[CH:38][CH:39]=[CH:40][CH:41]=3)([C:30]3[CH:31]=[CH:32][CH:33]=[CH:34][CH:35]=3)[C:22]3[CH:27]=[CH:26][C:25]([O:28][CH3:29])=[CH:24][CH:23]=3)[C:18]=2[N:17]=[CH:16]1)(=[O:53])[CH2:48][CH2:49][C:50]([CH3:52])=[O:51]. The yield is 0.920.